Dataset: Forward reaction prediction with 1.9M reactions from USPTO patents (1976-2016). Task: Predict the product of the given reaction. (1) Given the reactants [NH:1]1[C:9]2[C:4](=[CH:5][C:6]([C:10]#[N:11])=[CH:7][CH:8]=2)[CH:3]=[CH:2]1.[C:12](Cl)(=[O:16])[C:13](Cl)=[O:14].C(Cl)Cl.[CH3:21][O-:22].[Na+].CO, predict the reaction product. The product is: [C:10]([C:6]1[CH:5]=[C:4]2[C:9](=[CH:8][CH:7]=1)[NH:1][CH:2]=[C:3]2[C:12](=[O:16])[C:13]([O:22][CH3:21])=[O:14])#[N:11]. (2) Given the reactants Br[C:2]1[CH:3]=[C:4]2[C:9](=[CH:10][CH:11]=1)[CH:8]=[C:7]([C:12]([OH:14])=[O:13])[CH:6]=[CH:5]2.[C:15]([C:18]1[CH:23]=[CH:22][C:21](B(O)O)=[CH:20][CH:19]=1)([OH:17])=[O:16].C1(P(C2C=CC=CC=2)C2C=CC=CC=2)C=CC=CC=1.C([O-])([O-])=O.[Na+].[Na+], predict the reaction product. The product is: [C:12]([C:7]1[CH:6]=[CH:5][C:4]2[C:9](=[CH:10][CH:11]=[C:2]([C:21]3[CH:22]=[CH:23][C:18]([C:15]([OH:17])=[O:16])=[CH:19][CH:20]=3)[CH:3]=2)[CH:8]=1)([OH:14])=[O:13].